From a dataset of NCI-60 drug combinations with 297,098 pairs across 59 cell lines. Regression. Given two drug SMILES strings and cell line genomic features, predict the synergy score measuring deviation from expected non-interaction effect. (1) Drug 1: CCC(=C(C1=CC=CC=C1)C2=CC=C(C=C2)OCCN(C)C)C3=CC=CC=C3.C(C(=O)O)C(CC(=O)O)(C(=O)O)O. Drug 2: C1=NC(=NC(=O)N1C2C(C(C(O2)CO)O)O)N. Cell line: SNB-75. Synergy scores: CSS=9.25, Synergy_ZIP=-2.61, Synergy_Bliss=0.435, Synergy_Loewe=-1.71, Synergy_HSA=0.906. (2) Drug 1: CC1=CC2C(CCC3(C2CCC3(C(=O)C)OC(=O)C)C)C4(C1=CC(=O)CC4)C. Drug 2: CC(C)(C#N)C1=CC(=CC(=C1)CN2C=NC=N2)C(C)(C)C#N. Cell line: SF-539. Synergy scores: CSS=0.0940, Synergy_ZIP=-1.08, Synergy_Bliss=-3.40, Synergy_Loewe=-0.748, Synergy_HSA=-3.41. (3) Drug 1: C1=CN(C=N1)CC(O)(P(=O)(O)O)P(=O)(O)O. Drug 2: N.N.Cl[Pt+2]Cl. Cell line: OVCAR-4. Synergy scores: CSS=53.9, Synergy_ZIP=-1.56, Synergy_Bliss=-0.813, Synergy_Loewe=-1.16, Synergy_HSA=-0.457. (4) Drug 1: C1=NC2=C(N1)C(=S)N=CN2. Drug 2: CC12CCC3C(C1CCC2OP(=O)(O)O)CCC4=C3C=CC(=C4)OC(=O)N(CCCl)CCCl.[Na+]. Cell line: K-562. Synergy scores: CSS=65.1, Synergy_ZIP=-5.64, Synergy_Bliss=-7.94, Synergy_Loewe=-5.60, Synergy_HSA=-3.95.